This data is from Forward reaction prediction with 1.9M reactions from USPTO patents (1976-2016). The task is: Predict the product of the given reaction. (1) Given the reactants [C:1]([CH2:3][C:4]1[C:5]([CH3:13])=[C:6]([C:8]([CH3:12])=[CH:9][C:10]=1[CH3:11])[NH2:7])#N.S(=O)(=O)(O)[OH:15].[C:19](=O)([O-])[O-:20].[Na+].[Na+], predict the reaction product. The product is: [NH2:7][C:6]1[C:5]([CH3:13])=[C:4]([CH2:3][C:1]([O:20][CH3:19])=[O:15])[C:10]([CH3:11])=[CH:9][C:8]=1[CH3:12]. (2) Given the reactants [CH3:1][C:2]1[CH:14]=[CH:13][C:5]([O:6][CH2:7]C2CCCN2)=[C:4]([C:15]([C:17]2[CH:22]=[CH:21][CH:20]=[CH:19][CH:18]=2)=[CH2:16])[CH:3]=1.C([N:25]([CH2:28][CH3:29])[CH2:26][CH3:27])C.Cl[P:31]([C:38]1[CH:43]=[CH:42][CH:41]=[CH:40][CH:39]=1)[C:32]1[CH:37]=[CH:36][CH:35]=[CH:34][CH:33]=1.CC(OC)(C)C.C1CCCCC1.C(NC(C)C)(C)C, predict the reaction product. The product is: [C:38]1([P:31]([CH:28]2[CH2:29][CH2:27][CH2:26][N:25]2[CH2:7][O:6][C:5]2[CH:13]=[CH:14][C:2]([CH3:1])=[CH:3][C:4]=2[C:15]([C:17]2[CH:18]=[CH:19][CH:20]=[CH:21][CH:22]=2)=[CH2:16])[C:32]2[CH:33]=[CH:34][CH:35]=[CH:36][CH:37]=2)[CH:39]=[CH:40][CH:41]=[CH:42][CH:43]=1. (3) Given the reactants [OH:1][CH2:2][C:3]1[C:7]([CH3:8])=[C:6]([C:9]2[CH:14]=[CH:13][N:12]=[CH:11][CH:10]=2)[N:5](COC)[C:4]=1[C:18]1[CH:23]=[CH:22][N:21]=[CH:20][CH:19]=1.C(=O)(O)[O-].[Na+], predict the reaction product. The product is: [OH:1][CH2:2][C:3]1[C:7]([CH3:8])=[C:6]([C:9]2[CH:14]=[CH:13][N:12]=[CH:11][CH:10]=2)[NH:5][C:4]=1[C:18]1[CH:23]=[CH:22][N:21]=[CH:20][CH:19]=1. (4) Given the reactants [CH2:1]([O:5][C:6]1[CH:11]=[CH:10][C:9]([S:12]([NH:15][CH:16]([C:20]2[CH:25]=[CH:24][C:23]([OH:26])=[CH:22][CH:21]=2)[C:17]([O-:19])=[O:18])(=[O:14])=[O:13])=[CH:8][CH:7]=1)[C:2]#[C:3][CH3:4].[Si:27](Cl)([C:30]([CH3:33])([CH3:32])[CH3:31])([CH3:29])[CH3:28].N1C=CN=[CH:36]1, predict the reaction product. The product is: [CH3:36][O:18][C:17](=[O:19])[CH:16]([C:20]1[CH:21]=[CH:22][C:23]([O:26][Si:27]([C:30]([CH3:33])([CH3:32])[CH3:31])([CH3:29])[CH3:28])=[CH:24][CH:25]=1)[NH:15][S:12]([C:9]1[CH:10]=[CH:11][C:6]([O:5][CH2:1][C:2]#[C:3][CH3:4])=[CH:7][CH:8]=1)(=[O:14])=[O:13]. (5) Given the reactants [Cl:1][C:2]1[CH:7]=[C:6]([CH2:8][OH:9])[CH:5]=[C:4](Cl)[N:3]=1.C(OCC)(=O)C.O.[NH:18]([CH3:20])[CH3:19], predict the reaction product. The product is: [Cl:1][C:2]1[CH:7]=[C:6]([CH2:8][OH:9])[CH:5]=[C:4]([N:18]([CH3:20])[CH3:19])[N:3]=1. (6) Given the reactants [NH:1]1[C:9]2[C:4](=[CH:5][CH:6]=[CH:7][C:8]=2[C:10]([OH:12])=O)[CH:3]=[CH:2]1.CN(C(ON1N=NC2C=CC=CC1=2)=[N+](C)C)C.[B-](F)(F)(F)F.C(N(CC)C(C)C)(C)C.[C:44]([C:48]1[CH:65]=[CH:64][C:51]([CH2:52][NH:53][CH2:54][C@@H:55]([C:57]2[CH:62]=[CH:61][C:60]([Cl:63])=[CH:59][CH:58]=2)[OH:56])=[CH:50][CH:49]=1)([CH3:47])([CH3:46])[CH3:45], predict the reaction product. The product is: [C:44]([C:48]1[CH:65]=[CH:64][C:51]([CH2:52][N:53]([CH2:54][C@@H:55]([C:57]2[CH:58]=[CH:59][C:60]([Cl:63])=[CH:61][CH:62]=2)[OH:56])[C:10]([C:8]2[CH:7]=[CH:6][CH:5]=[C:4]3[C:9]=2[NH:1][CH:2]=[CH:3]3)=[O:12])=[CH:50][CH:49]=1)([CH3:47])([CH3:45])[CH3:46]. (7) Given the reactants Cl.Cl.[NH:3]1[CH2:8][CH2:7][CH:6]([CH2:9][CH2:10][N:11]2[CH2:16][CH2:15][CH:14]([N:17]3[C:21]4[CH:22]=[CH:23][CH:24]=[CH:25][C:20]=4[NH:19][C:18]3=[O:26])[CH2:13][CH2:12]2)[CH2:5][CH2:4]1.[C:27](Cl)(=[O:34])[C:28]1[CH:33]=[CH:32][CH:31]=[CH:30][CH:29]=1.C(N(C(C)C)CC)(C)C.N1CCCCC1, predict the reaction product. The product is: [C:27]([N:3]1[CH2:8][CH2:7][CH:6]([CH2:9][CH2:10][N:11]2[CH2:16][CH2:15][CH:14]([N:17]3[C:21]4[CH:22]=[CH:23][CH:24]=[CH:25][C:20]=4[NH:19][C:18]3=[O:26])[CH2:13][CH2:12]2)[CH2:5][CH2:4]1)(=[O:34])[C:28]1[CH:33]=[CH:32][CH:31]=[CH:30][CH:29]=1.